From a dataset of Blood-brain barrier permeability classification from the B3DB database. Regression/Classification. Given a drug SMILES string, predict its absorption, distribution, metabolism, or excretion properties. Task type varies by dataset: regression for continuous measurements (e.g., permeability, clearance, half-life) or binary classification for categorical outcomes (e.g., BBB penetration, CYP inhibition). Dataset: b3db_classification. (1) The compound is CN(C(=O)CNC(=O)C(N)CCCCN)c1ccc(Cl)cc1C(=O)c1ccccc1. The result is 1 (penetrates BBB). (2) The molecule is NC(=O)C[C@@H](c1oc(CN2CCOCC2)cc(=O)c1O)c1ccnc2ccccc12. The result is 0 (does not penetrate BBB). (3) The drug is COc1ccc(N(c2nc(C)c(C)s2)S(C)(=O)=O)cc1CNC1CCCNC1c1ccccc1. The result is 1 (penetrates BBB). (4) The result is 1 (penetrates BBB). The drug is Cc1cn([C@H]2C=C[C@@H](CO)O2)c(=O)[nH]c1=O. (5) The drug is CCc1[nH]c(=O)[nH]c1C(=O)c1ccncc1. The result is 1 (penetrates BBB). (6) The molecule is CC1CC2C3CCC4=CC(=O)C=CC4(C)C3(F)C(O)CC2(C)C1C(=O)CO. The result is 1 (penetrates BBB). (7) The molecule is O=P(O)(O)C(O)(Cn1ccnc1)P(=O)(O)O. The result is 0 (does not penetrate BBB). (8) The molecule is COc1cc2c(cc1OC)C(=O)C(CC1CCN(Cc3ccccc3)CC1)C2. The result is 1 (penetrates BBB). (9) The compound is CO[C@@]1(NC(=O)C2SC(=C(C(N)=O)C(=O)O)S2)C(=O)N2C(C(=O)O)=C(CSc3nnnn3C)CS[C@H]21. The result is 0 (does not penetrate BBB). (10) The molecule is O=c1[nH]c2cc(Cl)ccc2n1C1CCN(CC2COc3ccccc3O2)CC1. The result is 1 (penetrates BBB).